From a dataset of Full USPTO retrosynthesis dataset with 1.9M reactions from patents (1976-2016). Predict the reactants needed to synthesize the given product. (1) Given the product [F:27][C:24]1[CH:25]=[CH:26][C:21]([CH:8]([C:5]2[CH:4]=[CH:3][C:2]([C:37]3[CH:42]=[CH:41][C:40]([S:43]([NH2:46])(=[O:45])=[O:44])=[CH:39][CH:38]=3)=[CH:7][CH:6]=2)[CH2:9]/[C:10](=[N:11]\[OH:12])/[C:13]2[CH:14]=[CH:15][C:16](=[O:20])[N:17]([CH3:19])[CH:18]=2)=[C:22]([CH3:28])[CH:23]=1, predict the reactants needed to synthesize it. The reactants are: Br[C:2]1[CH:7]=[CH:6][C:5]([CH:8]([C:21]2[CH:26]=[CH:25][C:24]([F:27])=[CH:23][C:22]=2[CH3:28])[CH2:9]/[C:10](/[C:13]2[CH:14]=[CH:15][C:16](=[O:20])[N:17]([CH3:19])[CH:18]=2)=[N:11]\[OH:12])=[CH:4][CH:3]=1.CC1(C)C(C)(C)OB([C:37]2[CH:42]=[CH:41][C:40]([S:43]([NH2:46])(=[O:45])=[O:44])=[CH:39][CH:38]=2)O1. (2) Given the product [N:1]1[C:2]2[C:3](=[N:4][CH:5]=[CH:6][CH:7]=2)[N:8]([CH2:9][N:10]2[CH2:14][CH:13]([CH2:15][CH2:16][CH3:17])[CH2:12][C:11]2=[O:18])[CH:19]=1, predict the reactants needed to synthesize it. The reactants are: [NH2:1][C:2]1[C:3]([NH:8][CH2:9][N:10]2[CH2:14][CH:13]([CH2:15][CH2:16][CH3:17])[CH2:12][C:11]2=[O:18])=[N:4][CH:5]=[CH:6][CH:7]=1.[C:19]1(C)C=CC(S(O)(=O)=O)=CC=1.C([O-])(O)=O.[Na+].CCOC(C)=O. (3) Given the product [Cl:1][C:2]1[CH:7]=[C:6]([C:8]([OH:10])([CH3:9])[C:13]([F:16])([F:15])[F:14])[CH:5]=[CH:4][N:3]=1, predict the reactants needed to synthesize it. The reactants are: [Cl:1][C:2]1[CH:7]=[C:6]([C:8](=[O:10])[CH3:9])[CH:5]=[CH:4][N:3]=1.C[Si](C)(C)[C:13]([F:16])([F:15])[F:14].[F-].[Cs+].Cl. (4) Given the product [CH2:21]([O:23][C:24](=[O:41])[CH2:25][C:26]1[CH:31]=[CH:30][CH:29]=[CH:28][C:27]=1[C:2]1[CH:7]=[CH:6][C:5]([C:8]2[O:12][N:11]=[C:10]([CH3:13])[C:9]=2[NH:14][CH:15]([CH3:20])[CH2:16][CH2:17][CH2:18][OH:19])=[CH:4][CH:3]=1)[CH3:22], predict the reactants needed to synthesize it. The reactants are: Br[C:2]1[CH:7]=[CH:6][C:5]([C:8]2[O:12][N:11]=[C:10]([CH3:13])[C:9]=2[NH:14][CH:15]([CH3:20])[CH2:16][CH2:17][CH2:18][OH:19])=[CH:4][CH:3]=1.[CH2:21]([O:23][C:24](=[O:41])[CH2:25][C:26]1[CH:31]=[CH:30][CH:29]=[CH:28][C:27]=1B1OC(C)(C)C(C)(C)O1)[CH3:22].